This data is from Reaction yield outcomes from USPTO patents with 853,638 reactions. The task is: Predict the reaction yield, written as a fraction of the theoretical maximum amount of product (1.0 means a 100% yield; for example, 0.34 means a 34% yield). The reactants are [CH3:1][O:2][C:3]1[CH:11]=[C:10]([N+:12]([O-:14])=[O:13])[CH:9]=[CH:8][C:4]=1[C:5]([OH:7])=[O:6].[C:15](=O)([O-])[O-].[K+].[K+].IC. No catalyst specified. The product is [CH3:1][O:2][C:3]1[CH:11]=[C:10]([N+:12]([O-:14])=[O:13])[CH:9]=[CH:8][C:4]=1[C:5]([O:7][CH3:15])=[O:6]. The yield is 0.770.